From a dataset of Full USPTO retrosynthesis dataset with 1.9M reactions from patents (1976-2016). Predict the reactants needed to synthesize the given product. (1) Given the product [CH2:9]([O:16][C:17]1[CH:18]=[C:19]([CH:22]=[CH:23][C:24]=1[O:25][CH3:26])[CH:20]=[N:2][OH:3])[C:10]1[CH:15]=[CH:14][CH:13]=[CH:12][CH:11]=1, predict the reactants needed to synthesize it. The reactants are: Cl.[NH2:2][OH:3].C([O-])(=O)C.[Na+].[CH2:9]([O:16][C:17]1[CH:18]=[C:19]([CH:22]=[CH:23][C:24]=1[O:25][CH3:26])[CH:20]=O)[C:10]1[CH:15]=[CH:14][CH:13]=[CH:12][CH:11]=1. (2) Given the product [NH2:1][C@@H:2]([CH3:5])[CH2:3][O:4][C:30]1[CH:29]=[CH:28][CH:27]=[C:26]2[C:31]=1[C:22]([NH:21][C:9]1[CH:10]=[CH:11][C:12]([O:13][CH2:14][C:15]3[CH:20]=[CH:19][CH:18]=[CH:17][N:16]=3)=[C:7]([Cl:6])[CH:8]=1)=[N:23][CH:24]=[N:25]2, predict the reactants needed to synthesize it. The reactants are: [NH2:1][C@@H:2]([CH3:5])[CH2:3][OH:4].[Cl:6][C:7]1[CH:8]=[C:9]([NH:21][C:22]2[C:31]3[C:26](=[CH:27][CH:28]=[CH:29][C:30]=3F)[N:25]=[CH:24][N:23]=2)[CH:10]=[CH:11][C:12]=1[O:13][CH2:14][C:15]1[CH:20]=[CH:19][CH:18]=[CH:17][N:16]=1. (3) Given the product [F:5][C:4]([F:7])([F:6])[C:2]([NH:27][CH2:26][CH2:25][CH:24]([C:20]1[CH:19]=[C:18]2[C:23](=[CH:22][CH:21]=1)[N:15]([C:12]1[CH:11]=[CH:10][C:9]([F:8])=[CH:14][CH:13]=1)[N:16]=[CH:17]2)[C:28]1[CH:29]=[CH:30][CH:31]=[CH:32][CH:33]=1)=[O:1], predict the reactants needed to synthesize it. The reactants are: [OH:1][C:2]([C:4]([F:7])([F:6])[F:5])=O.[F:8][C:9]1[CH:14]=[CH:13][C:12]([N:15]2[C:23]3[C:18](=[CH:19][C:20]([CH:24]([C:28]4[CH:33]=[CH:32][CH:31]=[CH:30][CH:29]=4)[CH2:25][CH2:26][NH2:27])=[CH:21][CH:22]=3)[CH:17]=[N:16]2)=[CH:11][CH:10]=1.FC(F)(F)CS(Cl)(=O)=O. (4) Given the product [OH:1][C:2]1[C:3]([CH3:18])=[C:4]2[C:9](=[C:10]([CH3:13])[C:11]=1[CH3:12])[O:8][C:7]([CH3:17])([C:14]([NH:31][CH2:32][CH:33]([OH:35])[CH3:34])=[O:16])[CH2:6][CH2:5]2, predict the reactants needed to synthesize it. The reactants are: [OH:1][C:2]1[C:3]([CH3:18])=[C:4]2[C:9](=[C:10]([CH3:13])[C:11]=1[CH3:12])[O:8][C:7]([CH3:17])([C:14]([OH:16])=O)[CH2:6][CH2:5]2.C1N=CN(C(N2C=NC=C2)=O)C=1.[NH2:31][CH2:32][CH:33]([OH:35])[CH3:34]. (5) Given the product [CH:48]([C:37]1[CH:38]=[C:39]([CH:45]([CH3:47])[CH3:46])[CH:40]=[C:41]([CH:42]([CH3:44])[CH3:43])[C:36]=1[Li:30])([CH3:50])[CH3:49], predict the reactants needed to synthesize it. The reactants are: C1([Mg]Br)CCCCC1.C(C1C=CC=C(C(C)C)C=1N=CC(C)C)(C)C.ClC(P)Cl.[Li:30]CCCC.Br[C:36]1[C:41]([CH:42]([CH3:44])[CH3:43])=[CH:40][C:39]([CH:45]([CH3:47])[CH3:46])=[CH:38][C:37]=1[CH:48]([CH3:50])[CH3:49]. (6) Given the product [Br:1][C:2]1[CH:10]=[CH:9][C:5]([C:6]([N:23]2[CH2:24][C@@H:19]3[CH2:25][C@H:22]2[CH2:21][O:20]3)=[O:8])=[CH:4][C:3]=1[O:11][CH3:12], predict the reactants needed to synthesize it. The reactants are: [Br:1][C:2]1[CH:10]=[CH:9][C:5]([C:6]([OH:8])=O)=[CH:4][C:3]=1[O:11][CH3:12].C(=O)([O-])[O-].[K+].[K+].[C@H:19]12[CH2:25][C@H:22]([NH:23][CH2:24]1)[CH2:21][O:20]2.CN(C(ON1N=NC2C=CC=CC1=2)=[N+](C)C)C.[B-](F)(F)(F)F. (7) Given the product [N+:1]([C:4]1[CH:12]=[C:11]2[C:7]([CH:8]=[N:9][N:10]2[CH2:13][O:14][CH2:15][CH2:16][Si:17]([CH3:20])([CH3:19])[CH3:18])=[CH:6][C:5]=1[C:21]1[CH:28]=[CH:27][CH:26]=[C:23]([CH2:24][N:29]2[CH2:34][CH2:33][CH2:32][CH2:31][CH2:30]2)[CH:22]=1)([O-:3])=[O:2], predict the reactants needed to synthesize it. The reactants are: [N+:1]([C:4]1[CH:12]=[C:11]2[C:7]([CH:8]=[N:9][N:10]2[CH2:13][O:14][CH2:15][CH2:16][Si:17]([CH3:20])([CH3:19])[CH3:18])=[CH:6][C:5]=1[C:21]1[CH:22]=[C:23]([CH:26]=[CH:27][CH:28]=1)[CH:24]=O)([O-:3])=[O:2].[NH:29]1[CH2:34][CH2:33][CH2:32][CH2:31][CH2:30]1.[BH4-].[Na+].